From a dataset of Reaction yield outcomes from USPTO patents with 853,638 reactions. Predict the reaction yield, written as a fraction of the theoretical maximum amount of product (1.0 means a 100% yield; for example, 0.34 means a 34% yield). (1) The product is [C:19]([O:18][C:17]([NH:16][C@H:3]([CH2:4][CH2:5][C:6]1[CH:7]=[CH:8][C:9]([C:12]([F:15])([F:14])[F:13])=[CH:10][CH:11]=1)[C:2]([OH:24])=[O:1])=[O:23])([CH3:20])([CH3:22])[CH3:21]. The yield is 0.420. The reactants are [OH:1][CH2:2][C@H:3]([NH:16][C:17](=[O:23])[O:18][C:19]([CH3:22])([CH3:21])[CH3:20])[CH2:4][CH2:5][C:6]1[CH:11]=[CH:10][C:9]([C:12]([F:15])([F:14])[F:13])=[CH:8][CH:7]=1.[O-:24]I(=O)(=O)=O.[Na+].CC(O)C.Cl. The catalyst is CC(C)=O.O.[Ru]=O. (2) The reactants are C[O:2][C:3](=O)[CH:4]([CH:21]1[CH2:26][CH2:25][CH2:24][CH2:23][CH2:22]1)[C:5]([C:7]1[CH:12]=[CH:11][C:10]([O:13][CH2:14][C:15]2[CH:20]=[CH:19][CH:18]=[CH:17][CH:16]=2)=[CH:9][CH:8]=1)=O.[CH3:28][O:29][C:30]([C:32]1[CH:36]=[C:35]([NH2:37])[NH:34][N:33]=1)=[O:31].O.C1(C)C=CC(S(O)(=O)=O)=CC=1. The catalyst is C1(C)C=CC=CC=1. The product is [CH3:28][O:29][C:30]([C:32]1[CH:36]=[C:35]2[NH:37][C:5]([C:7]3[CH:8]=[CH:9][C:10]([O:13][CH2:14][C:15]4[CH:20]=[CH:19][CH:18]=[CH:17][CH:16]=4)=[CH:11][CH:12]=3)=[C:4]([CH:21]3[CH2:26][CH2:25][CH2:24][CH2:23][CH2:22]3)[C:3](=[O:2])[N:34]2[N:33]=1)=[O:31]. The yield is 0.160. (3) The reactants are [CH2:1]([C:3](=[CH2:6])[CH:4]=[O:5])[CH3:2].[SH:7][C:8]1[CH:21]=[CH:20][CH:19]=[CH:18][C:9]=1[C:10]([C:12]1[CH:17]=[CH:16][CH:15]=[CH:14][CH:13]=1)=[O:11]. The catalyst is C1COCC1.CCOCC. The product is [C:10]([C:9]1[CH:18]=[CH:19][CH:20]=[CH:21][C:8]=1[S:7][CH2:6][CH:3]([CH2:1][CH3:2])[CH:4]=[O:5])(=[O:11])[C:12]1[CH:17]=[CH:16][CH:15]=[CH:14][CH:13]=1. The yield is 0.640.